This data is from Forward reaction prediction with 1.9M reactions from USPTO patents (1976-2016). The task is: Predict the product of the given reaction. (1) Given the reactants CC(O)C.O.C([C@@](C(O)=O)(O)[C@@](C(=O)C1C=CC=CC=1)(O)C(O)=O)(=O)C1C=CC=CC=1.[O:32]=[C:33]([N:47]1[CH2:52][CH2:51][N:50]2[C:53]([C:56]([F:59])([F:58])[F:57])=[N:54][N:55]=[C:49]2[CH2:48]1)[CH2:34][CH:35]([NH2:46])[CH2:36][C:37]1[CH:42]=[C:41]([F:43])[C:40]([F:44])=[CH:39][C:38]=1[F:45].C(O)=O, predict the reaction product. The product is: [O:32]=[C:33]([N:47]1[CH2:52][CH2:51][N:50]2[C:53]([C:56]([F:59])([F:58])[F:57])=[N:54][N:55]=[C:49]2[CH2:48]1)[CH2:34][C@@H:35]([NH2:46])[CH2:36][C:37]1[CH:42]=[C:41]([F:43])[C:40]([F:44])=[CH:39][C:38]=1[F:45]. (2) Given the reactants [NH2:1][C:2]1[N:7]=[C:6](S(C)=O)[C:5]([C:11]#[N:12])=[C:4]([C:13]2[O:14][C:15]([CH3:18])=[CH:16][CH:17]=2)[N:3]=1.[CH2:19]([NH2:26])[C:20]1[CH:25]=[CH:24][CH:23]=[CH:22][CH:21]=1, predict the reaction product. The product is: [NH2:1][C:2]1[N:7]=[C:6]([NH:26][CH2:19][C:20]2[CH:25]=[CH:24][CH:23]=[CH:22][CH:21]=2)[C:5]([C:11]#[N:12])=[C:4]([C:13]2[O:14][C:15]([CH3:18])=[CH:16][CH:17]=2)[N:3]=1. (3) Given the reactants C(OC([NH:8][CH2:9][C@H:10]1[CH2:15][CH2:14][C@H:13]([C:16]([NH:18][C@H:19]([C:50]([NH:52][C:53]2[CH:58]=[CH:57][C:56]([C:59]3[NH:60][C:61]([CH2:64][O:65][CH3:66])=[N:62][N:63]=3)=[CH:55][CH:54]=2)=[O:51])[CH2:20][C:21]2[CH:26]=[CH:25][C:24]([C:27]3[CH:32]=[CH:31][C:30]([C:33]([NH:35][CH:36]4[CH2:41][CH2:40][N:39](C(OC(C)(C)C)=O)[CH2:38][CH2:37]4)=[O:34])=[CH:29][C:28]=3[CH3:49])=[CH:23][CH:22]=2)=[O:17])[CH2:12][CH2:11]1)=O)(C)(C)C.[ClH:67], predict the reaction product. The product is: [ClH:67].[NH2:8][CH2:9][C@H:10]1[CH2:15][CH2:14][C@H:13]([C:16]([NH:18][C@H:19]([C:50]([NH:52][C:53]2[CH:54]=[CH:55][C:56]([C:59]3[NH:60][C:61]([CH2:64][O:65][CH3:66])=[N:62][N:63]=3)=[CH:57][CH:58]=2)=[O:51])[CH2:20][C:21]2[CH:22]=[CH:23][C:24]([C:27]3[CH:32]=[CH:31][C:30]([C:33]([NH:35][CH:36]4[CH2:37][CH2:38][NH:39][CH2:40][CH2:41]4)=[O:34])=[CH:29][C:28]=3[CH3:49])=[CH:25][CH:26]=2)=[O:17])[CH2:12][CH2:11]1. (4) Given the reactants S(C1C=CC(C)=CC=1)(O)(=O)=O.[F:12][C:13]([F:26])([F:25])[C:14]([C:17]1[CH:22]=[CH:21][CH:20]=[C:19]([O:23][CH3:24])[CH:18]=1)=[N:15]O.[NH3:27], predict the reaction product. The product is: [CH3:24][O:23][C:19]1[CH:18]=[C:17]([C:14]2([C:13]([F:26])([F:25])[F:12])[NH:27][NH:15]2)[CH:22]=[CH:21][CH:20]=1. (5) Given the reactants [CH2:1]([N:8]1[CH2:13][CH2:12][CH:11]([NH:14][C:15]2[CH:20]=[CH:19][C:18](F)=[CH:17][CH:16]=2)[CH2:10][CH2:9]1)[C:2]1[CH:7]=[CH:6][CH:5]=[CH:4][CH:3]=1.B(Cl)(Cl)Cl.[Cl:26][CH:27]([CH2:30][CH3:31])[C:28]#N.[Cl-].[Cl-].[Cl-].[Al+3].Cl.C(=O)([O-])[O-:38].[Na+].[Na+], predict the reaction product. The product is: [CH2:1]([N:8]1[CH2:13][CH2:12][CH:11]([NH:14][C:15]2[CH:20]=[CH:19][CH:18]=[CH:17][C:16]=2[C:28](=[O:38])[CH:27]([Cl:26])[CH2:30][CH3:31])[CH2:10][CH2:9]1)[C:2]1[CH:7]=[CH:6][CH:5]=[CH:4][CH:3]=1. (6) Given the reactants [OH:1][NH:2][C:3]([N:5]1[CH2:10][CH2:9][N:8]([C:11]([O:13][C:14]([CH3:17])([CH3:16])[CH3:15])=[O:12])[CH2:7][CH2:6]1)=[NH:4].[C:18](OC(=O)C)(=O)[CH3:19].O, predict the reaction product. The product is: [CH3:18][C:19]1[O:1][N:2]=[C:3]([N:5]2[CH2:6][CH2:7][N:8]([C:11]([O:13][C:14]([CH3:17])([CH3:16])[CH3:15])=[O:12])[CH2:9][CH2:10]2)[N:4]=1. (7) The product is: [P:6]([O:8][CH:9]([O:11][C:12](=[O:40])[N:13]([C:37](=[O:39])[CH3:38])[CH2:14][C@@H:15]1[O:19][C:18](=[O:20])[N:17]([C:21]2[CH:26]=[CH:25][C:24]([N:27]3[CH2:34][C:33]4[C:29](=[N:30][N:31]([CH3:35])[CH:32]=4)[CH2:28]3)=[C:23]([F:36])[CH:22]=2)[CH2:16]1)[CH3:10])([OH:7])([OH:41])=[O:5]. Given the reactants C([O:5][P:6]([O:41]C(C)(C)C)([O:8][CH:9]([O:11][C:12](=[O:40])[N:13]([C:37](=[O:39])[CH3:38])[CH2:14][C@@H:15]1[O:19][C:18](=[O:20])[N:17]([C:21]2[CH:26]=[CH:25][C:24]([N:27]3[CH2:34][C:33]4[C:29](=[N:30][N:31]([CH3:35])[CH:32]=4)[CH2:28]3)=[C:23]([F:36])[CH:22]=2)[CH2:16]1)[CH3:10])=[O:7])(C)(C)C.C(O)(C(F)(F)F)=O, predict the reaction product. (8) Given the reactants [CH3:1][C:2]1[CH:10]=[C:9]2[C:5]([CH:6]=[C:7]([C:11]([OH:13])=[O:12])[NH:8]2)=[CH:4][CH:3]=1.[H-].[Na+].[Cl:16][C:17]1[CH:22]=[CH:21][C:20]([S:23][S:23][C:20]2[CH:21]=[CH:22][C:17]([Cl:16])=[CH:18][CH:19]=2)=[CH:19][CH:18]=1, predict the reaction product. The product is: [Cl:16][C:17]1[CH:22]=[CH:21][C:20]([S:23][C:6]2[C:5]3[C:9](=[CH:10][C:2]([CH3:1])=[CH:3][CH:4]=3)[NH:8][C:7]=2[C:11]([OH:13])=[O:12])=[CH:19][CH:18]=1. (9) Given the reactants [C:1]([O:5][C:6]([NH:8][C:9]1[C:18]2[C:13](=[CH:14][CH:15]=[CH:16][CH:17]=2)[C:12]([O:19][C:20]2[CH:25]=[CH:24][N:23]=[C:22]([NH:26][C:27]3[CH:28]=[C:29]([CH:33]=[C:34]([C:36]#[C:37][Si](C(C)C)(C(C)C)C(C)C)[CH:35]=3)[C:30]([OH:32])=[O:31])[N:21]=2)=[CH:11][CH:10]=1)=[O:7])([CH3:4])([CH3:3])[CH3:2].CCCC[N+](CCCC)(CCCC)CCCC.[F-].Cl, predict the reaction product. The product is: [C:1]([O:5][C:6]([NH:8][C:9]1[C:18]2[C:13](=[CH:14][CH:15]=[CH:16][CH:17]=2)[C:12]([O:19][C:20]2[CH:25]=[CH:24][N:23]=[C:22]([NH:26][C:27]3[CH:28]=[C:29]([CH:33]=[C:34]([C:36]#[CH:37])[CH:35]=3)[C:30]([OH:32])=[O:31])[N:21]=2)=[CH:11][CH:10]=1)=[O:7])([CH3:4])([CH3:3])[CH3:2].